Dataset: Forward reaction prediction with 1.9M reactions from USPTO patents (1976-2016). Task: Predict the product of the given reaction. (1) Given the reactants [CH3:1][C:2]1[CH:3]=[CH:4][C:5]([C:8]2[N:9]([C:17]3[CH:22]=[CH:21][C:20](SC)=[CH:19][CH:18]=3)[CH:10]=[C:11]([C:13]([F:16])([F:15])[F:14])[N:12]=2)=[N:6][CH:7]=1.O[O:26][S:27]([O-:29])=O.[K+].[CH3:31]O, predict the reaction product. The product is: [CH3:1][C:2]1[CH:3]=[CH:4][C:5]([C:8]2[N:9]([C:17]3[CH:22]=[CH:21][C:20]([S:27]([CH3:31])(=[O:29])=[O:26])=[CH:19][CH:18]=3)[CH:10]=[C:11]([C:13]([F:15])([F:14])[F:16])[N:12]=2)=[N:6][CH:7]=1. (2) Given the reactants [CH2:1]([O:3][C:4]([C@H:6]1[CH2:11][CH2:10][C@H:9]([C:12]2[S:13][CH:14]=[C:15]([CH3:17])[N:16]=2)[CH2:8][CH2:7]1)=[O:5])[CH3:2].[Cl:18]N1C(=O)CCC1=O, predict the reaction product. The product is: [CH2:1]([O:3][C:4]([C@H:6]1[CH2:7][CH2:8][C@H:9]([C:12]2[S:13][C:14]([Cl:18])=[C:15]([CH3:17])[N:16]=2)[CH2:10][CH2:11]1)=[O:5])[CH3:2]. (3) Given the reactants [O:1]1[C@H:5]2[O:6][CH2:7][CH2:8][C@H:4]2[C@@H:3]([O:9][C:10](=[O:32])[NH:11][C@@H:12]([CH2:25][C:26]2[CH:31]=[CH:30][CH:29]=[CH:28][CH:27]=2)[C@H:13]([OH:24])[CH2:14][NH:15][CH2:16][C:17]([CH3:23])([CH3:22])[CH2:18][CH2:19][C:20]#[N:21])[CH2:2]1.C(N(C(C)C)CC)(C)C.[C:42]([NH:45][C:46]1[CH:47]=[C:48]([S:52](Cl)(=[O:54])=[O:53])[CH:49]=[CH:50][CH:51]=1)(=[O:44])[CH3:43], predict the reaction product. The product is: [O:1]1[C@H:5]2[O:6][CH2:7][CH2:8][C@H:4]2[C@@H:3]([O:9][C:10](=[O:32])[NH:11][C@@H:12]([CH2:25][C:26]2[CH:27]=[CH:28][CH:29]=[CH:30][CH:31]=2)[C@H:13]([OH:24])[CH2:14][N:15]([S:52]([C:48]2[CH:49]=[CH:50][CH:51]=[C:46]([NH:45][C:42](=[O:44])[CH3:43])[CH:47]=2)(=[O:54])=[O:53])[CH2:16][C:17]([CH3:22])([CH3:23])[CH2:18][CH2:19][C:20]#[N:21])[CH2:2]1.